Task: Predict the product of the given reaction.. Dataset: Forward reaction prediction with 1.9M reactions from USPTO patents (1976-2016) (1) The product is: [CH:37]1([C:35]([NH:34][C:32]2[N:33]=[C:28]3[CH:27]=[CH:26][C:25]([O:24][C:23]4[CH:22]=[C:21]([NH:20][C:6]([C:4]5[N:3]=[CH:2][O:1][CH:5]=5)=[O:8])[CH:42]=[CH:41][CH:40]=4)=[CH:30][N:29]3[N:31]=2)=[O:36])[CH2:38][CH2:39]1. Given the reactants [O:1]1[CH:5]=[C:4]([C:6]([OH:8])=O)[N:3]=[CH:2]1.O1CCCC1.C(Cl)(=O)C(Cl)=O.[NH2:20][C:21]1[CH:22]=[C:23]([CH:40]=[CH:41][CH:42]=1)[O:24][C:25]1[CH:26]=[CH:27][C:28]2[N:29]([N:31]=[C:32]([NH:34][C:35]([CH:37]3[CH2:39][CH2:38]3)=[O:36])[N:33]=2)[CH:30]=1, predict the reaction product. (2) Given the reactants [C:1]([O:5][C:6]([N:8]1[CH2:11][CH:10]([C:12]([OH:14])=O)[CH2:9]1)=[O:7])([CH3:4])([CH3:3])[CH3:2].C1N=CN(C(N2C=NC=C2)=O)C=1.[Cl-].[CH3:28][O:29][NH2+:30][CH3:31].C(N(C(C)C)CC)(C)C, predict the reaction product. The product is: [CH3:28][O:29][N:30]([CH3:31])[C:12]([CH:10]1[CH2:9][N:8]([C:6]([O:5][C:1]([CH3:2])([CH3:3])[CH3:4])=[O:7])[CH2:11]1)=[O:14]. (3) Given the reactants [CH2:1]([O:8][C:9]1[C:10](=[O:44])[N:11]([CH2:40][CH2:41][O:42][CH3:43])[CH:12]=[CH:13][C:14]=1[C:15]([NH:17][CH:18]([CH2:23][O:24][C:25]1[CH:30]=[CH:29][C:28]([O:31][CH2:32][C:33]([O:35][C:36]([CH3:39])([CH3:38])[CH3:37])=[O:34])=[CH:27][CH:26]=1)[C:19]([O:21]C)=[O:20])=[O:16])[C:2]1[CH:7]=[CH:6][CH:5]=[CH:4][CH:3]=1.[OH-].[Na+].Cl, predict the reaction product. The product is: [CH2:1]([O:8][C:9]1[C:10](=[O:44])[N:11]([CH2:40][CH2:41][O:42][CH3:43])[CH:12]=[CH:13][C:14]=1[C:15]([NH:17][CH:18]([CH2:23][O:24][C:25]1[CH:26]=[CH:27][C:28]([O:31][CH2:32][C:33]([O:35][C:36]([CH3:37])([CH3:38])[CH3:39])=[O:34])=[CH:29][CH:30]=1)[C:19]([OH:21])=[O:20])=[O:16])[C:2]1[CH:3]=[CH:4][CH:5]=[CH:6][CH:7]=1.